Dataset: NCI-60 drug combinations with 297,098 pairs across 59 cell lines. Task: Regression. Given two drug SMILES strings and cell line genomic features, predict the synergy score measuring deviation from expected non-interaction effect. Drug 1: C1=CC(=CC=C1CCC2=CNC3=C2C(=O)NC(=N3)N)C(=O)NC(CCC(=O)O)C(=O)O. Drug 2: C1CC(=O)NC(=O)C1N2C(=O)C3=CC=CC=C3C2=O. Cell line: SF-295. Synergy scores: CSS=19.4, Synergy_ZIP=-2.28, Synergy_Bliss=-7.76, Synergy_Loewe=-19.2, Synergy_HSA=-7.82.